Dataset: Catalyst prediction with 721,799 reactions and 888 catalyst types from USPTO. Task: Predict which catalyst facilitates the given reaction. (1) Reactant: [Si:1]([O:8][C@H:9]1[CH2:18][C:17]([CH3:20])([CH3:19])[CH2:16][C:15]2[N:14]=[C:13]([CH:21]([CH3:23])[CH3:22])[C:12]([CH:24]=[O:25])=[C:11]([C:26]3[CH2:27][CH2:28][O:29][CH2:30][CH:31]=3)[C:10]1=2)([C:4]([CH3:7])([CH3:6])[CH3:5])([CH3:3])[CH3:2].I[C:33]1[CH:34]=[CH:35][C:36]([C:41]([F:44])([F:43])[F:42])=[C:37]([CH:40]=1)[C:38]#[N:39].C([Mg]Cl)(C)C.[Cl-].[Li+].C([Mg]Cl)(C)C. Product: [Si:1]([O:8][C@H:9]1[CH2:18][C:17]([CH3:19])([CH3:20])[CH2:16][C:15]2[N:14]=[C:13]([CH:21]([CH3:22])[CH3:23])[C:12]([C@@H:24]([OH:25])[C:33]3[CH:34]=[CH:35][C:36]([C:41]([F:42])([F:43])[F:44])=[C:37]([CH:40]=3)[C:38]#[N:39])=[C:11]([C:26]3[CH2:27][CH2:28][O:29][CH2:30][CH:31]=3)[C:10]1=2)([C:4]([CH3:6])([CH3:7])[CH3:5])([CH3:2])[CH3:3]. The catalyst class is: 7. (2) Reactant: [F:1][C:2]1[CH:7]=[CH:6][C:5]([C:8]2[CH:16]=[CH:15][CH:14]=[C:13]3[C:9]=2[CH2:10][C:11](=[O:17])[NH:12]3)=[CH:4][CH:3]=1.[CH3:18][C:19]1[C:23]([C:24]([N:26]2[CH2:31][CH2:30][N:29]([CH3:32])[CH2:28][CH2:27]2)=[O:25])=[C:22]([CH3:33])[NH:21][C:20]=1[CH:34]=O. Product: [CH3:18][C:19]1[C:23]([C:24]([N:26]2[CH2:27][CH2:28][N:29]([CH3:32])[CH2:30][CH2:31]2)=[O:25])=[C:22]([CH3:33])[NH:21][C:20]=1[CH:34]=[C:10]1[C:9]2[C:13](=[CH:14][CH:15]=[CH:16][C:8]=2[C:5]2[CH:4]=[CH:3][C:2]([F:1])=[CH:7][CH:6]=2)[NH:12][C:11]1=[O:17]. The catalyst class is: 360. (3) Reactant: [CH:1]12[CH2:10][CH:5]3[CH2:6][CH:7]([CH2:9][CH:3]([CH2:4]3)[CH:2]1[NH:11][C:12]([NH:14][C:15]1[CH:20]=[CH:19][C:18]([O:21]C)=[CH:17][C:16]=1[CH3:23])=[O:13])[CH2:8]2.B(Br)(Br)Br.O. Product: [CH:1]12[CH2:10][CH:5]3[CH2:6][CH:7]([CH2:9][CH:3]([CH2:4]3)[CH:2]1[NH:11][C:12]([NH:14][C:15]1[CH:20]=[CH:19][C:18]([OH:21])=[CH:17][C:16]=1[CH3:23])=[O:13])[CH2:8]2. The catalyst class is: 2. (4) Reactant: C([O:8][C:9]1[CH:17]=[C:16]([O:18]CC2C=CC=CC=2)[C:15]([CH:26]([CH3:28])[CH3:27])=[CH:14][C:10]=1[C:11](O)=O)C1C=CC=CC=1.C(Cl)(=O)C(Cl)=O.[CH3:35][N:36]1[C:44]2[C:39](=[CH:40][C:41]([NH2:45])=[CH:42][CH:43]=2)[C:38](C)=[CH:37]1.C([N:49](CC)CC)C.C[N:55]([CH:57]=[O:58])C. Product: [OH:8][C:9]1[CH:17]=[C:16]([OH:18])[C:15]([CH:26]([CH3:27])[CH3:28])=[CH:14][C:10]=1[C:11]1[N:45]([C:41]2[CH:40]=[C:39]3[C:44](=[CH:43][CH:42]=2)[N:36]([CH3:35])[CH:37]=[CH:38]3)[C:57]([OH:58])=[N:55][N:49]=1. The catalyst class is: 4. (5) Product: [Br:3][C:4]1[CH:5]=[N:6][CH:7]=[C:8]([CH:13]=1)[C:9]([CH:17]1[CH2:18][CH2:19][N:15]([CH3:14])[C:16]1=[O:20])=[O:11]. The catalyst class is: 11. Reactant: [H-].[Na+].[Br:3][C:4]1[CH:5]=[N:6][CH:7]=[C:8]([CH:13]=1)[C:9]([O:11]C)=O.[CH3:14][N:15]1[CH2:19][CH2:18][CH2:17][C:16]1=[O:20].[Cl-].[NH4+]. (6) Reactant: [I:1][C:2]1[CH:3]=[N:4][NH:5][CH:6]=1.C([O-])([O-])=O.[Cs+].[Cs+].Br[CH2:14][CH2:15][CH2:16][O:17][CH:18]1[CH2:23][CH2:22][CH2:21][CH2:20][O:19]1.O. Product: [I:1][C:2]1[CH:3]=[N:4][N:5]([CH2:14][CH2:15][CH2:16][O:17][CH:18]2[CH2:23][CH2:22][CH2:21][CH2:20][O:19]2)[CH:6]=1. The catalyst class is: 23. (7) Reactant: [CH:1]1([C:4]2[NH:8][C:7]3[C:9]([O:21][CH3:22])=[CH:10][CH:11]=[C:12]([NH:13]C(=O)OC(C)(C)C)[C:6]=3[N:5]=2)[CH2:3][CH2:2]1.C1(C2NC3C(OC)=CC=C(NC(NC4C5N=C(C6CC6)NC=5C(OC)=CC=4)=O)C=3N=2)CC1.[OH-].[K+]. Product: [CH:1]1([C:4]2[NH:8][C:7]3[C:9]([O:21][CH3:22])=[CH:10][CH:11]=[C:12]([NH2:13])[C:6]=3[N:5]=2)[CH2:3][CH2:2]1. The catalyst class is: 38. (8) Reactant: [Si]([O:8][CH2:9][C@@H:10]([C:38]1[CH:43]=[CH:42][C:41]([C:44]([F:47])([F:46])[F:45])=[CH:40][CH:39]=1)[C@H:11]([NH:30]C(=O)OC(C)(C)C)[C:12]([NH:14][C:15]1[S:16][C:17]([C:20]2[CH:21]=[C:22]3[C:27](=[CH:28][CH:29]=2)[CH:26]=[N:25][CH:24]=[CH:23]3)=[N:18][N:19]=1)=[O:13])(C(C)(C)C)(C)C.[ClH:48]. Product: [ClH:48].[NH2:30][C@@H:11]([C@H:10]([C:38]1[CH:43]=[CH:42][C:41]([C:44]([F:45])([F:46])[F:47])=[CH:40][CH:39]=1)[CH2:9][OH:8])[C:12]([NH:14][C:15]1[S:16][C:17]([C:20]2[CH:21]=[C:22]3[C:27](=[CH:28][CH:29]=2)[CH:26]=[N:25][CH:24]=[CH:23]3)=[N:18][N:19]=1)=[O:13]. The catalyst class is: 12.